This data is from Forward reaction prediction with 1.9M reactions from USPTO patents (1976-2016). The task is: Predict the product of the given reaction. (1) Given the reactants [C:1]([C:5]1[CH:10]=[CH:9][C:8]([S:11]([NH:14][C:15]2[C:23]3[C:18](=[N:19][CH:20]=[CH:21][CH:22]=3)[S:17][C:16]=2[C:24]([O:26]C)=[O:25])(=[O:13])=[O:12])=[CH:7][CH:6]=1)([CH3:4])([CH3:3])[CH3:2].[OH-].[Na+].O, predict the reaction product. The product is: [C:1]([C:5]1[CH:10]=[CH:9][C:8]([S:11]([NH:14][C:15]2[C:23]3[C:18](=[N:19][CH:20]=[CH:21][CH:22]=3)[S:17][C:16]=2[C:24]([OH:26])=[O:25])(=[O:12])=[O:13])=[CH:7][CH:6]=1)([CH3:4])([CH3:2])[CH3:3]. (2) Given the reactants [CH3:1][C:2]1[CH:3]=[CH:4][C:5]([OH:9])=[N:6][C:7]=1[CH3:8].S(=O)(=O)(O)O.[N+:15]([O-])([OH:17])=[O:16], predict the reaction product. The product is: [CH3:1][C:2]1[CH:3]=[C:4]([N+:15]([O-:17])=[O:16])[C:5]([OH:9])=[N:6][C:7]=1[CH3:8]. (3) Given the reactants [NH2:1][C:2]1[N:7]=[C:6]([C:8]2[O:9][CH:10]=[CH:11][CH:12]=2)[C:5]([C:13]#[N:14])=[C:4]([O:15][CH2:16][C:17]2[CH:22]=[CH:21][C:20]([CH3:23])=[CH:19][N:18]=2)[N:3]=1.[Cl:24]N1C(=O)CCC1=O, predict the reaction product. The product is: [NH2:1][C:2]1[N:7]=[C:6]([C:8]2[O:9][C:10]([Cl:24])=[CH:11][CH:12]=2)[C:5]([C:13]#[N:14])=[C:4]([O:15][CH2:16][C:17]2[CH:22]=[CH:21][C:20]([CH3:23])=[CH:19][N:18]=2)[N:3]=1. (4) Given the reactants [O:1]1[C:5]2[CH:6]=[CH:7][CH:8]=[CH:9][C:4]=2[CH:3]=[C:2]1[CH2:10][C:11]([OH:13])=[O:12].[C:14](Cl)(=[O:23])[C:15]1[CH:20]=[CH:19][C:18]([O:21][CH3:22])=[CH:17][CH:16]=1.[Sn](Cl)(Cl)(Cl)Cl.[CH2:30](Cl)Cl, predict the reaction product. The product is: [CH3:30][O:12][C:11](=[O:13])[CH2:10][C:2]1[O:1][C:5]2[CH:6]=[CH:7][CH:8]=[CH:9][C:4]=2[C:3]=1[C:14](=[O:23])[C:15]1[CH:20]=[CH:19][C:18]([O:21][CH3:22])=[CH:17][CH:16]=1. (5) Given the reactants [CH3:1][N:2]1[C:10]2[C:5](=[CH:6][CH:7]=[CH:8][CH:9]=2)[CH:4]=[CH:3]1.C([Li])(C)(C)C.C(B(CC)CC)C.Br[C:24]1[C:25]([O:34][CH3:35])=[CH:26][C:27]([O:32][CH3:33])=[C:28]([CH:31]=1)[CH:29]=[O:30].[OH-].[Na+].OO, predict the reaction product. The product is: [CH3:33][O:32][C:27]1[CH:26]=[C:25]([O:34][CH3:35])[C:24]([C:3]2[N:2]([CH3:1])[C:10]3[C:5]([CH:4]=2)=[CH:6][CH:7]=[CH:8][CH:9]=3)=[CH:31][C:28]=1[CH:29]=[O:30]. (6) Given the reactants [Br:1][C:2]1[CH:10]=[C:6]([C:7]([OH:9])=O)[C:5]([OH:11])=[CH:4][CH:3]=1.[F:12][C:13]([F:26])([F:25])[C:14]1[CH:20]=[CH:19][C:18]([C:21]([F:24])([F:23])[F:22])=[CH:17][C:15]=1[NH2:16], predict the reaction product. The product is: [Br:1][C:2]1[CH:3]=[CH:4][C:5]([OH:11])=[C:6]([CH:10]=1)[C:7]([NH:16][C:15]1[CH:17]=[C:18]([C:21]([F:22])([F:23])[F:24])[CH:19]=[CH:20][C:14]=1[C:13]([F:12])([F:25])[F:26])=[O:9]. (7) Given the reactants Cl[Si:2]([CH3:5])([CH3:4])[CH3:3].[CH3:6][CH:7]([OH:10])[CH2:8][CH3:9].CN1C=CN=C1, predict the reaction product. The product is: [CH3:3][Si:2]([CH3:5])([CH3:4])[O:10][CH:7]([CH2:8][CH3:9])[CH3:6]. (8) The product is: [Cl:29][C:8]1([C:5]2[CH:6]=[CH:7][C:2]([Cl:1])=[CH:3][CH:4]=2)[C:16]2[C:11](=[CH:12][CH:13]=[CH:14][CH:15]=2)[C:10](=[O:17])[N:9]1[CH2:18][C:19]1[CH:24]=[CH:23][C:22]([CH3:25])=[CH:21][CH:20]=1. Given the reactants [Cl:1][C:2]1[CH:7]=[CH:6][C:5]([C:8]2(O)[C:16]3[C:11](=[CH:12][CH:13]=[CH:14][CH:15]=3)[C:10](=[O:17])[N:9]2[CH2:18][C:19]2[CH:24]=[CH:23][C:22]([CH3:25])=[CH:21][CH:20]=2)=[CH:4][CH:3]=1.S(Cl)([Cl:29])=O, predict the reaction product. (9) Given the reactants Br[C:2]1[CH:3]=[CH:4][C:5]2[C:11]3[S:12][C:13]([C:15]([N:17]([C:19]4[CH:24]=[CH:23][C:22]([C:25](=[O:29])[N:26]([CH3:28])[CH3:27])=[CH:21][C:20]=4[Cl:30])[CH3:18])=[O:16])=[CH:14][C:10]=3[CH2:9][CH2:8][O:7][C:6]=2[CH:31]=1.[CH3:32][OH:33].CN([CH:37]=[O:38])C, predict the reaction product. The product is: [Cl:30][C:20]1[CH:21]=[C:22]([C:25](=[O:29])[N:26]([CH3:28])[CH3:27])[CH:23]=[CH:24][C:19]=1[N:17]([CH3:18])[C:15]([C:13]1[S:12][C:11]2[C:5]3[CH:4]=[CH:3][C:2]([C:32]([O:38][CH3:37])=[O:33])=[CH:31][C:6]=3[O:7][CH2:8][CH2:9][C:10]=2[CH:14]=1)=[O:16]. (10) Given the reactants [H-].[Na+].[F:3][CH:4]1[CH2:9][CH2:8][CH2:7][CH2:6][CH:5]1[C:10]1[C:11]2[S:17][C:16]([C:18]([O:20][CH3:21])=[O:19])=[CH:15][C:12]=2[NH:13][CH:14]=1.Br[CH2:23][C:24]([O:26][CH3:27])=[O:25], predict the reaction product. The product is: [F:3][CH:4]1[CH2:9][CH2:8][CH2:7][CH2:6][CH:5]1[C:10]1[C:11]2[S:17][C:16]([C:18]([O:20][CH3:21])=[O:19])=[CH:15][C:12]=2[N:13]([CH2:23][C:24]([O:26][CH3:27])=[O:25])[CH:14]=1.